This data is from Forward reaction prediction with 1.9M reactions from USPTO patents (1976-2016). The task is: Predict the product of the given reaction. Given the reactants CN[C:3]1[CH:8]=[CH:7][C:6]([N+:9]([O-:11])=[O:10])=[CH:5][CH:4]=1.[N:12]1[CH:17]=[CH:16][CH:15]=[CH:14][CH:13]=1.C1(C(Cl)=[O:22])CC1, predict the reaction product. The product is: [CH3:13][CH:14]1[CH2:15][C:16]1([C:3]1[CH:4]=[CH:5][C:6]([N+:9]([O-:11])=[O:10])=[CH:7][CH:8]=1)[C:17]([NH2:12])=[O:22].